From a dataset of NCI-60 drug combinations with 297,098 pairs across 59 cell lines. Regression. Given two drug SMILES strings and cell line genomic features, predict the synergy score measuring deviation from expected non-interaction effect. (1) Drug 1: CN(C)C1=NC(=NC(=N1)N(C)C)N(C)C. Drug 2: CC1C(C(CC(O1)OC2CC(OC(C2O)C)OC3=CC4=CC5=C(C(=O)C(C(C5)C(C(=O)C(C(C)O)O)OC)OC6CC(C(C(O6)C)O)OC7CC(C(C(O7)C)O)OC8CC(C(C(O8)C)O)(C)O)C(=C4C(=C3C)O)O)O)O. Cell line: M14. Synergy scores: CSS=-3.82, Synergy_ZIP=2.65, Synergy_Bliss=0.707, Synergy_Loewe=-2.78, Synergy_HSA=-2.94. (2) Drug 1: C1=CC(=CC=C1CCC2=CNC3=C2C(=O)NC(=N3)N)C(=O)NC(CCC(=O)O)C(=O)O. Drug 2: CC(C1=C(C=CC(=C1Cl)F)Cl)OC2=C(N=CC(=C2)C3=CN(N=C3)C4CCNCC4)N. Cell line: SW-620. Synergy scores: CSS=26.2, Synergy_ZIP=-2.79, Synergy_Bliss=-3.29, Synergy_Loewe=-2.52, Synergy_HSA=-1.52.